From a dataset of Peptide-MHC class I binding affinity with 185,985 pairs from IEDB/IMGT. Regression. Given a peptide amino acid sequence and an MHC pseudo amino acid sequence, predict their binding affinity value. This is MHC class I binding data. (1) The peptide sequence is DGFGVHLAF. The MHC is HLA-A26:01 with pseudo-sequence HLA-A26:01. The binding affinity (normalized) is 0.0847. (2) The peptide sequence is LTMNLVSDI. The MHC is HLA-B39:01 with pseudo-sequence HLA-B39:01. The binding affinity (normalized) is 0.0847. (3) The peptide sequence is PEDPVEVALY. The MHC is HLA-A26:01 with pseudo-sequence HLA-A26:01. The binding affinity (normalized) is 0. (4) The peptide sequence is LLHGLDFSEV. The MHC is HLA-A02:02 with pseudo-sequence HLA-A02:02. The binding affinity (normalized) is 0.560. (5) The peptide sequence is IQRRGAQFQ. The MHC is HLA-B08:03 with pseudo-sequence HLA-B08:03. The binding affinity (normalized) is 0.0847. (6) The peptide sequence is VWMPSSPRPL. The MHC is HLA-A26:01 with pseudo-sequence HLA-A26:01. The binding affinity (normalized) is 0.